Dataset: Reaction yield outcomes from USPTO patents with 853,638 reactions. Task: Predict the reaction yield, written as a fraction of the theoretical maximum amount of product (1.0 means a 100% yield; for example, 0.34 means a 34% yield). (1) The reactants are C(N(CC)C(C)C)(C)C.[C:10]1([CH2:16][O:17][C:18]([NH:20][C:21]2([C:27]([NH:29][C@H:30]([CH2:34][OH:35])[CH:31]([CH3:33])[CH3:32])=[O:28])[CH2:26][CH2:25][CH2:24][CH2:23][CH2:22]2)=[O:19])[CH:15]=[CH:14][CH:13]=[CH:12][CH:11]=1. The catalyst is CS(C)=O.C(Cl)Cl. The product is [C:10]1([CH2:16][O:17][C:18]([NH:20][C:21]2([C:27]([NH:29][C@H:30]([CH:34]=[O:35])[CH:31]([CH3:33])[CH3:32])=[O:28])[CH2:26][CH2:25][CH2:24][CH2:23][CH2:22]2)=[O:19])[CH:15]=[CH:14][CH:13]=[CH:12][CH:11]=1. The yield is 0.770. (2) The yield is 0.639. The reactants are [F:1][C:2]1[CH:7]=[C:6]([F:8])[CH:5]=[CH:4][C:3]=1[CH:9]=[N:10][C:11]([O:13][Si](C)(C)C)=[CH2:12].C(OC([N:25]1[C:33]2[C:28](=[CH:29][CH:30]=[C:31]([Cl:34])[CH:32]=2)/[C:27](=[CH:35]/[C:36]2[CH:41]=[CH:40][CH:39]=[C:38]([Cl:42])[CH:37]=2)/[C:26]1=[O:43])=O)(C)(C)C.CO. The catalyst is C1(C)C=CC=CC=1. The product is [Cl:34][C:31]1[CH:32]=[C:33]2[NH:25][C:26](=[O:43])[C:27]3([CH:35]([C:36]4[CH:41]=[CH:40][CH:39]=[C:38]([Cl:42])[CH:37]=4)[CH2:13][C:11](=[O:12])[NH:10][CH:9]3[C:3]3[CH:4]=[CH:5][C:6]([F:8])=[CH:7][C:2]=3[F:1])[C:28]2=[CH:29][CH:30]=1. (3) The reactants are [O:1]=[C:2]1[NH:6][CH:5]2[CH:7]([CH2:10][CH2:11][CH2:12][CH2:13][C:14]([NH:16][CH2:17][CH2:18][CH2:19][CH2:20][CH2:21][O:22][C:23](=[O:46])[CH2:24][C:25]([C:28]3[C:33](=[O:34])[C:32]([CH3:35])=[C:31]([CH2:36][CH2:37][C:38]([O:40]CC=C)=[O:39])[C:30](=[O:44])[C:29]=3[CH3:45])([CH3:27])[CH3:26])=[O:15])[S:8][CH2:9][CH:4]2[NH:3]1.N1CCOCC1. The catalyst is C1COCC1.C1C=CC([P]([Pd]([P](C2C=CC=CC=2)(C2C=CC=CC=2)C2C=CC=CC=2)([P](C2C=CC=CC=2)(C2C=CC=CC=2)C2C=CC=CC=2)[P](C2C=CC=CC=2)(C2C=CC=CC=2)C2C=CC=CC=2)(C2C=CC=CC=2)C2C=CC=CC=2)=CC=1. The product is [O:1]=[C:2]1[NH:6][CH:5]2[CH:7]([CH2:10][CH2:11][CH2:12][CH2:13][C:14]([NH:16][CH2:17][CH2:18][CH2:19][CH2:20][CH2:21][O:22][C:23](=[O:46])[CH2:24][C:25]([C:28]3[C:33](=[O:34])[C:32]([CH3:35])=[C:31]([CH2:36][CH2:37][C:38]([OH:40])=[O:39])[C:30](=[O:44])[C:29]=3[CH3:45])([CH3:27])[CH3:26])=[O:15])[S:8][CH2:9][CH:4]2[NH:3]1. The yield is 0.400. (4) The reactants are C(Cl)(=O)C(Cl)=O.CS(C)=O.[F:11][C:12]1[C:13]([O:31][CH3:32])=[C:14]([C:19]([CH3:30])([CH3:29])[CH2:20][C:21]([C:25]([F:28])([F:27])[F:26])([OH:24])[CH2:22][OH:23])[CH:15]=[CH:16][C:17]=1[CH3:18].C(N(CC)CC)C. The product is [F:11][C:12]1[C:13]([O:31][CH3:32])=[C:14]([C:19]([CH3:30])([CH3:29])[CH2:20][C:21]([OH:24])([C:25]([F:28])([F:27])[F:26])[CH:22]=[O:23])[CH:15]=[CH:16][C:17]=1[CH3:18]. The catalyst is ClCCl.O. The yield is 0.769. (5) The reactants are C([O:3][C:4]([C:6]1[CH:7]=[C:8]2[C:13](=[CH:14][CH:15]=1)[NH:12][CH:11]([C:16]1[CH:21]=[CH:20][C:19]([N:22]3[CH2:27][CH2:26][O:25][CH2:24][CH2:23]3)=[CH:18][CH:17]=1)[C:10]([CH3:29])([CH3:28])[CH2:9]2)=[O:5])C.O.[OH-].[Li+].O.Cl. The catalyst is CO.O1CCCC1. The product is [CH3:28][C:10]1([CH3:29])[CH2:9][C:8]2[C:13](=[CH:14][CH:15]=[C:6]([C:4]([OH:5])=[O:3])[CH:7]=2)[NH:12][CH:11]1[C:16]1[CH:21]=[CH:20][C:19]([N:22]2[CH2:27][CH2:26][O:25][CH2:24][CH2:23]2)=[CH:18][CH:17]=1. The yield is 0.300. (6) The reactants are [S:1]1[C:5]2=[CH:6][N:7]=[CH:8][CH:9]=[C:4]2[CH:3]=[C:2]1[C:10]([O:12][CH3:13])=[O:11].[C:14](#N)C. The catalyst is [Pt](=O)=O.CO. The product is [CH3:14][N:7]1[CH2:8][CH2:9][C:4]2[CH:3]=[C:2]([C:10]([O:12][CH3:13])=[O:11])[S:1][C:5]=2[CH2:6]1. The yield is 0.950.